From a dataset of Peptide-MHC class II binding affinity with 134,281 pairs from IEDB. Regression. Given a peptide amino acid sequence and an MHC pseudo amino acid sequence, predict their binding affinity value. This is MHC class II binding data. (1) The peptide sequence is AGLGLRSAISSGLGS. The MHC is DRB5_0101 with pseudo-sequence DRB5_0101. The binding affinity (normalized) is 0.280. (2) The peptide sequence is FEFNKKAIETLNDNT. The MHC is DRB4_0101 with pseudo-sequence DRB4_0103. The binding affinity (normalized) is 0.103. (3) The peptide sequence is YKEFTVSGNILTIRL. The MHC is DRB3_0202 with pseudo-sequence DRB3_0202. The binding affinity (normalized) is 0.898.